Dataset: Full USPTO retrosynthesis dataset with 1.9M reactions from patents (1976-2016). Task: Predict the reactants needed to synthesize the given product. (1) Given the product [F:15][C:14]([F:17])([F:16])[C:11]1[CH:12]=[CH:13][C:8]([C:6]2[N:5]=[CH:4][N:3]=[C:2]([O:18][C:19]3[CH:28]=[C:27]4[C:22]([CH:23]=[CH:24][C:25](=[O:29])[NH:26]4)=[CH:21][CH:20]=3)[CH:7]=2)=[CH:9][CH:10]=1, predict the reactants needed to synthesize it. The reactants are: Cl[C:2]1[CH:7]=[C:6]([C:8]2[CH:13]=[CH:12][C:11]([C:14]([F:17])([F:16])[F:15])=[CH:10][CH:9]=2)[N:5]=[CH:4][N:3]=1.[OH:18][C:19]1[CH:28]=[C:27]2[C:22]([CH:23]=[CH:24][C:25](=[O:29])[NH:26]2)=[CH:21][CH:20]=1.N12CCCN=C1CCCCC2. (2) Given the product [Cl:1][C:2]1[CH:41]=[C:40]([Cl:42])[CH:39]=[CH:38][C:3]=1[CH2:4][N:5]1[CH2:9][C@H:8]([C:10]2[CH:14]=[CH:13][S:12][CH:11]=2)[C@@H:7]([CH2:15][N:16]2[CH2:21][CH2:20][CH:19]([CH2:22][O:23][CH2:24][CH2:25][CH2:26][NH2:27])[CH2:18][CH2:17]2)[CH2:6]1, predict the reactants needed to synthesize it. The reactants are: [Cl:1][C:2]1[CH:41]=[C:40]([Cl:42])[CH:39]=[CH:38][C:3]=1[CH2:4][N:5]1[CH2:9][C@H:8]([C:10]2[CH:14]=[CH:13][S:12][CH:11]=2)[C@@H:7]([CH2:15][N:16]2[CH2:21][CH2:20][CH:19]([CH2:22][O:23][CH2:24][CH2:25][CH2:26][N:27]3C(=O)C4=CC=CC=C4C3=O)[CH2:18][CH2:17]2)[CH2:6]1.NN.OS(O)(=O)=O.